From a dataset of Reaction yield outcomes from USPTO patents with 853,638 reactions. Predict the reaction yield, written as a fraction of the theoretical maximum amount of product (1.0 means a 100% yield; for example, 0.34 means a 34% yield). (1) The reactants are [Cl-].[C:2]([C:4]1[C:16]([N+:17]([O-:19])=[O:18])=[CH:15][CH:14]=[CH:13][C:5]=1[O:6][CH2:7][C@H:8]1[CH2:12][CH2:11][CH2:10][NH2+:9]1)#[N:3].[C:20](Cl)(=[O:22])[CH3:21]. No catalyst specified. The product is [C:20]([N:9]1[CH2:10][CH2:11][CH2:12][C@@H:8]1[CH2:7][O:6][C:5]1[CH:13]=[CH:14][CH:15]=[C:16]([N+:17]([O-:19])=[O:18])[C:4]=1[C:2]#[N:3])(=[O:22])[CH3:21]. The yield is 1.00. (2) The reactants are [CH3:1][NH:2][NH2:3].O=[C:5]([CH2:12][CH3:13])[CH2:6][C:7](OCC)=[O:8]. The catalyst is CO. The product is [CH2:12]([C:5]1[CH:6]=[C:7]([OH:8])[N:2]([CH3:1])[N:3]=1)[CH3:13]. The yield is 0.970. (3) The reactants are C(O[C:4]([C:6]1[C:10]([C:11]#[C:12][C:13]2[CH:18]=[CH:17][CH:16]=[CH:15][CH:14]=2)=[CH:9][S:8][C:7]=1[NH:19][C:20](=[O:24])[CH2:21][C:22]#[N:23])=[O:5])C.C(OC(C1C(C=CC2C=CC=CC=2)=CSC=1NC(=O)CC#N)=O)C. No catalyst specified. The product is [OH:5][C:4]1[C:6]2[C:10]([C:11]#[C:12][C:13]3[CH:14]=[CH:15][CH:16]=[CH:17][CH:18]=3)=[CH:9][S:8][C:7]=2[NH:19][C:20](=[O:24])[C:21]=1[C:22]#[N:23]. The yield is 0.0580. (4) The reactants are [CH3:1][O:2][CH2:3][C:4]1[CH:9]=[C:8]([C:10]2[O:14][N:13]=[C:12]([C:15]3[CH:16]=[C:17]([CH:28]=[CH:29][CH:30]=3)[CH2:18][O:19][CH2:20][C:21]([O:23]C(C)(C)C)=[O:22])[N:11]=2)[CH:7]=[CH:6][C:5]=1[C:31]1[CH:36]=[CH:35][CH:34]=[CH:33][C:32]=1[CH3:37]. The catalyst is Cl.O1CCOCC1. The product is [CH3:1][O:2][CH2:3][C:4]1[CH:9]=[C:8]([C:10]2[O:14][N:13]=[C:12]([C:15]3[CH:16]=[C:17]([CH:28]=[CH:29][CH:30]=3)[CH2:18][O:19][CH2:20][C:21]([OH:23])=[O:22])[N:11]=2)[CH:7]=[CH:6][C:5]=1[C:31]1[CH:36]=[CH:35][CH:34]=[CH:33][C:32]=1[CH3:37]. The yield is 0.820. (5) The reactants are C[O:2][C:3]([C:5]1[C:6]([C:14]2[CH:19]=[CH:18][CH:17]=[CH:16][C:15]=2[N+:20]([O-:22])=[O:21])=[CH:7][CH:8]=[C:9]([C:11](=[S:13])[NH2:12])[CH:10]=1)=[O:4].Br[CH2:24][C:25]([C:27]1[CH:28]=[C:29]([CH:32]=[CH:33][CH:34]=1)[C:30]#[N:31])=O. No catalyst specified. The product is [C:30]([C:29]1[CH:28]=[C:27]([C:25]2[N:12]=[C:11]([C:9]3[CH:10]=[C:5]([C:3]([OH:2])=[O:4])[C:6]([C:14]4[CH:19]=[CH:18][CH:17]=[CH:16][C:15]=4[N+:20]([O-:22])=[O:21])=[CH:7][CH:8]=3)[S:13][CH:24]=2)[CH:34]=[CH:33][CH:32]=1)#[N:31]. The yield is 0.560. (6) The reactants are [F:1][C:2]1[CH:7]=[CH:6][C:5]([N:8]2[C:17]3[C:12](=[N:13][CH:14]=[C:15]([CH2:18][C:19]4[CH:24]=[CH:23][C:22]([F:25])=[CH:21][CH:20]=4)[CH:16]=3)[C:11]([OH:26])=[C:10]([C:27]([NH:29][CH2:30][CH2:31][OH:32])=[O:28])[C:9]2=[O:33])=[CH:4][CH:3]=1.[OH-].[Na+:35]. The catalyst is C(O)C.C(OCC)C. The product is [F:1][C:2]1[CH:7]=[CH:6][C:5]([N:8]2[C:17]3[C:12](=[N:13][CH:14]=[C:15]([CH2:18][C:19]4[CH:24]=[CH:23][C:22]([F:25])=[CH:21][CH:20]=4)[CH:16]=3)[C:11]([O-:26])=[C:10]([C:27]([NH:29][CH2:30][CH2:31][OH:32])=[O:28])[C:9]2=[O:33])=[CH:4][CH:3]=1.[Na+:35]. The yield is 0.920.